Dataset: Catalyst prediction with 721,799 reactions and 888 catalyst types from USPTO. Task: Predict which catalyst facilitates the given reaction. Reactant: [NH2:1][C:2]1[N:6]([CH3:7])[C:5](=[O:8])[C:4]([C:19]2[CH:24]=[CH:23][C:22]([F:25])=[C:21]([O:26][CH2:27][CH2:28][CH:29]=[C:30]([F:32])[F:31])[CH:20]=2)([C:9]2[CH:14]=[CH:13][C:12]([O:15][CH:16]([F:18])[F:17])=[CH:11][CH:10]=2)[N:3]=1. Product: [NH2:1][C:2]1[N:6]([CH3:7])[C:5](=[O:8])[C@:4]([C:19]2[CH:24]=[CH:23][C:22]([F:25])=[C:21]([O:26][CH2:27][CH2:28][CH:29]=[C:30]([F:31])[F:32])[CH:20]=2)([C:9]2[CH:14]=[CH:13][C:12]([O:15][CH:16]([F:18])[F:17])=[CH:11][CH:10]=2)[N:3]=1. The catalyst class is: 5.